This data is from NCI-60 drug combinations with 297,098 pairs across 59 cell lines. The task is: Regression. Given two drug SMILES strings and cell line genomic features, predict the synergy score measuring deviation from expected non-interaction effect. (1) Drug 1: C1CN1C2=NC(=NC(=N2)N3CC3)N4CC4. Drug 2: C(CC(=O)O)C(=O)CN.Cl. Cell line: SK-MEL-5. Synergy scores: CSS=24.9, Synergy_ZIP=-10.7, Synergy_Bliss=-12.6, Synergy_Loewe=-51.0, Synergy_HSA=-10.3. (2) Drug 1: CCCS(=O)(=O)NC1=C(C(=C(C=C1)F)C(=O)C2=CNC3=C2C=C(C=N3)C4=CC=C(C=C4)Cl)F. Drug 2: CC(CN1CC(=O)NC(=O)C1)N2CC(=O)NC(=O)C2. Cell line: U251. Synergy scores: CSS=28.9, Synergy_ZIP=-8.83, Synergy_Bliss=0.304, Synergy_Loewe=1.56, Synergy_HSA=1.49. (3) Drug 1: CC(CN1CC(=O)NC(=O)C1)N2CC(=O)NC(=O)C2. Drug 2: C1CC(=O)NC(=O)C1N2C(=O)C3=CC=CC=C3C2=O. Cell line: SNB-19. Synergy scores: CSS=15.6, Synergy_ZIP=-2.37, Synergy_Bliss=2.62, Synergy_Loewe=1.61, Synergy_HSA=1.91. (4) Drug 1: CN1CCC(CC1)COC2=C(C=C3C(=C2)N=CN=C3NC4=C(C=C(C=C4)Br)F)OC. Drug 2: CC1C(C(=O)NC(C(=O)N2CCCC2C(=O)N(CC(=O)N(C(C(=O)O1)C(C)C)C)C)C(C)C)NC(=O)C3=C4C(=C(C=C3)C)OC5=C(C(=O)C(=C(C5=N4)C(=O)NC6C(OC(=O)C(N(C(=O)CN(C(=O)C7CCCN7C(=O)C(NC6=O)C(C)C)C)C)C(C)C)C)N)C. Cell line: SNB-75. Synergy scores: CSS=19.8, Synergy_ZIP=2.14, Synergy_Bliss=8.94, Synergy_Loewe=9.16, Synergy_HSA=8.90. (5) Drug 1: CNC(=O)C1=CC=CC=C1SC2=CC3=C(C=C2)C(=NN3)C=CC4=CC=CC=N4. Drug 2: C1=CC=C(C=C1)NC(=O)CCCCCCC(=O)NO. Cell line: ACHN. Synergy scores: CSS=1.42, Synergy_ZIP=-4.48, Synergy_Bliss=-9.51, Synergy_Loewe=-9.29, Synergy_HSA=-9.77. (6) Drug 1: CC1=C2C(C(=O)C3(C(CC4C(C3C(C(C2(C)C)(CC1OC(=O)C(C(C5=CC=CC=C5)NC(=O)OC(C)(C)C)O)O)OC(=O)C6=CC=CC=C6)(CO4)OC(=O)C)OC)C)OC. Drug 2: C1=CC(=CC=C1C#N)C(C2=CC=C(C=C2)C#N)N3C=NC=N3. Cell line: OVCAR-4. Synergy scores: CSS=40.6, Synergy_ZIP=9.27, Synergy_Bliss=7.15, Synergy_Loewe=-34.2, Synergy_HSA=7.53. (7) Drug 2: CC1C(C(CC(O1)OC2CC(CC3=C2C(=C4C(=C3O)C(=O)C5=CC=CC=C5C4=O)O)(C(=O)C)O)N)O. Cell line: HOP-62. Drug 1: CC(C)NC(=O)C1=CC=C(C=C1)CNNC.Cl. Synergy scores: CSS=38.6, Synergy_ZIP=3.55, Synergy_Bliss=3.05, Synergy_Loewe=-42.5, Synergy_HSA=-0.997.